From a dataset of Reaction yield outcomes from USPTO patents with 853,638 reactions. Predict the reaction yield, written as a fraction of the theoretical maximum amount of product (1.0 means a 100% yield; for example, 0.34 means a 34% yield). The reactants are [F:1][C:2]1[CH:7]=[CH:6][C:5]([CH2:8][C:9]([N:11]=[C:12]=[S:13])=[O:10])=[CH:4][CH:3]=1.[NH2:14][C:15]1[CH:40]=[CH:39][C:18]([O:19][C:20]2[CH:25]=[CH:24][N:23]=[C:22]([NH:26][C:27]([N:29]3[CH2:34][CH2:33][CH:32]([CH2:35][N:36]([CH3:38])[CH3:37])[CH2:31][CH2:30]3)=[O:28])[CH:21]=2)=[CH:17][CH:16]=1.C12(CS(O)(=O)=O)C(C)(C)C(CC1)CC2=O. The catalyst is C1(C)C=CC=CC=1.C(O)C. The product is [CH3:38][N:36]([CH2:35][CH:32]1[CH2:31][CH2:30][N:29]([C:27]([NH:26][C:22]2[CH:21]=[C:20]([O:19][C:18]3[CH:17]=[CH:16][C:15]([NH:14][C:12]([NH:11][C:9](=[O:10])[CH2:8][C:5]4[CH:4]=[CH:3][C:2]([F:1])=[CH:7][CH:6]=4)=[S:13])=[CH:40][CH:39]=3)[CH:25]=[CH:24][N:23]=2)=[O:28])[CH2:34][CH2:33]1)[CH3:37]. The yield is 0.300.